From a dataset of Blood-brain barrier permeability classification from the B3DB database. Regression/Classification. Given a drug SMILES string, predict its absorption, distribution, metabolism, or excretion properties. Task type varies by dataset: regression for continuous measurements (e.g., permeability, clearance, half-life) or binary classification for categorical outcomes (e.g., BBB penetration, CYP inhibition). Dataset: b3db_classification. (1) The drug is CC1CC(OC(=O)C2CCC(=O)N2)CC(C)(C)C1. The result is 1 (penetrates BBB). (2) The compound is CC(=O)[C@@]1(O)[C@H](O)C[C@H]2[C@@H]3CCC4=CC(=O)C=C[C@]4(C)[C@@]3(F)[C@@H](O)C[C@@]21C. The result is 1 (penetrates BBB). (3) The compound is C[C@@H]1C[C@H]2[C@@H]3CCC4=CC(=O)C=C[C@]4(C)[C@@]3(F)[C@H](O)C[C@]2(C)[C@H]1C(=O)CO. The result is 1 (penetrates BBB). (4) The molecule is CC(=O)OCC1=C(C(=O)O)N2C(=O)[C@@H](NC(=O)c3c(-c4ccccc4Cl)noc3C)[C@H]2SC1. The result is 0 (does not penetrate BBB).